Dataset: Catalyst prediction with 721,799 reactions and 888 catalyst types from USPTO. Task: Predict which catalyst facilitates the given reaction. (1) Reactant: [C:1]([C:5]1[C:6]([N+:19]([O-])=O)=[CH:7][C:8]([N+]([O-])=O)=[C:9](/[CH:11]=[CH:12]/[N:13](C)C)[CH:10]=1)([CH3:4])([CH3:3])[CH3:2].O.O.[Sn](Cl)Cl. Product: [C:1]([C:5]1[CH:10]=[C:9]2[C:8](=[CH:7][C:6]=1[NH2:19])[NH:13][CH:12]=[CH:11]2)([CH3:2])([CH3:3])[CH3:4]. The catalyst class is: 8. (2) Product: [C:30]1(=[O:4])[C:31]2[C:19]3[CH:20]=[CH:21][CH:22]=[CH:23][C:18]=3[O:17][CH2:24][CH2:25][C:26]=2[C:27](=[O:28])[O:29]1. The catalyst class is: 7. Reactant: CC(C)([O-:4])C.[K+].C(OCC)(=O)C(OCC)=O.[O:17]([CH2:24][CH2:25][CH2:26][C:27]([O:29][CH2:30][CH3:31])=[O:28])[C:18]1[CH:23]=[CH:22][CH:21]=[CH:20][CH:19]=1.OS(O)(=O)=O. (3) Reactant: [I:1][C:2]1[CH:7]=[CH:6][C:5]([N+:8]([O-:10])=[O:9])=[CH:4][C:3]=1[OH:11].C([O-])([O-])=O.[K+].[K+].[Na+].Cl[C:20]([F:25])([F:24])C([O-])=O. Product: [F:24][CH:20]([F:25])[O:11][C:3]1[CH:4]=[C:5]([N+:8]([O-:10])=[O:9])[CH:6]=[CH:7][C:2]=1[I:1]. The catalyst class is: 303. (4) Reactant: [C@@H:1]1([NH2:7])[CH2:5][CH2:4][CH2:3][C@H:2]1[NH2:6].[C:8]([O:12][C:13](ON=C(C1C=CC=CC=1)C#N)=[O:14])([CH3:11])([CH3:10])[CH3:9].O. Product: [NH2:6][C@@H:2]1[CH2:3][CH2:4][CH2:5][C@H:1]1[NH:7][C:13](=[O:14])[O:12][C:8]([CH3:11])([CH3:10])[CH3:9]. The catalyst class is: 347. (5) Reactant: [Br:1]Br.[CH3:3][C:4]1[C:9]([O:10][CH3:11])=[CH:8][CH:7]=[CH:6][C:5]=1[CH2:12][CH2:13][NH2:14]. Product: [Br:1][C:6]1[C:5]([CH2:12][CH2:13][NH2:14])=[C:4]([CH3:3])[C:9]([O:10][CH3:11])=[CH:8][CH:7]=1. The catalyst class is: 4.